Dataset: Catalyst prediction with 721,799 reactions and 888 catalyst types from USPTO. Task: Predict which catalyst facilitates the given reaction. (1) Reactant: F[C:2]1[CH:7]=[CH:6][C:5]([N+:8]([O-:10])=[O:9])=[CH:4][C:3]=1[C:11]([F:14])([F:13])[F:12].C[O-].[Na+].O.[C:19](OCC)(=[O:21])C. Product: [CH3:19][O:21][C:2]1[CH:7]=[CH:6][C:5]([N+:8]([O-:10])=[O:9])=[CH:4][C:3]=1[C:11]([F:14])([F:13])[F:12]. The catalyst class is: 7. (2) Reactant: [Br:1][C:2]1[CH:3]=[C:4]([CH:8]=[CH:9][CH:10]=1)[C:5]([NH2:7])=S.C1(C)C=CC=CC=1.O.[NH2:19][NH2:20].[CH:21]1[C:34]2[C:33](=O)[C:32](=O)[C:31]3[C:26](=[CH:27][CH:28]=[CH:29][CH:30]=3)[C:25]=2[CH:24]=[CH:23][CH:22]=1. Product: [Br:1][C:2]1[CH:3]=[C:4]([C:5]2[N:19]=[N:20][C:33]3[C:34]4[C:25]([C:26]5[C:31]([C:32]=3[N:7]=2)=[CH:30][CH:29]=[CH:28][CH:27]=5)=[CH:24][CH:23]=[CH:22][CH:21]=4)[CH:8]=[CH:9][CH:10]=1. The catalyst class is: 5. (3) The catalyst class is: 4. Product: [F:16][C:17]([F:29])([F:30])[C:18]1[CH:19]=[C:20]([NH:28][C:7]([C:6]2[CH:5]=[C:4]([C:10]3[CH:15]=[CH:14][CH:13]=[CH:12][CH:11]=3)[O:3][C:2]=2[CH3:1])=[O:8])[CH:21]=[C:22]([C:24]([F:25])([F:27])[F:26])[CH:23]=1. Reactant: [CH3:1][C:2]1[O:3][C:4]([C:10]2[CH:15]=[CH:14][CH:13]=[CH:12][CH:11]=2)=[CH:5][C:6]=1[C:7](Cl)=[O:8].[F:16][C:17]([F:30])([F:29])[C:18]1[CH:19]=[C:20]([NH2:28])[CH:21]=[C:22]([C:24]([F:27])([F:26])[F:25])[CH:23]=1.C(N(CC)C(C)C)(C)C.Cl.C([O-])(O)=O.[Na+].